This data is from Peptide-MHC class II binding affinity with 134,281 pairs from IEDB. The task is: Regression. Given a peptide amino acid sequence and an MHC pseudo amino acid sequence, predict their binding affinity value. This is MHC class II binding data. (1) The peptide sequence is EKKYFAASQFEPLAA. The MHC is HLA-DPA10201-DPB10501 with pseudo-sequence HLA-DPA10201-DPB10501. The binding affinity (normalized) is 0.798. (2) The peptide sequence is MDVNPTLLFLKVPAQ. The MHC is DRB3_0101 with pseudo-sequence DRB3_0101. The binding affinity (normalized) is 0.385. (3) The peptide sequence is LSKDGCTSAKGPDYK. The MHC is DRB1_1501 with pseudo-sequence DRB1_1501. The binding affinity (normalized) is 0.370. (4) The peptide sequence is SHNVQGATVAVDCRP. The MHC is DRB1_1302 with pseudo-sequence DRB1_1302. The binding affinity (normalized) is 0.270. (5) The peptide sequence is SGTNNKTMAVCTNAK. The MHC is HLA-DPA10103-DPB10301 with pseudo-sequence HLA-DPA10103-DPB10301. The binding affinity (normalized) is 0.0748. (6) The peptide sequence is GADATAAAAFEQFLA. The MHC is DRB1_0404 with pseudo-sequence DRB1_0404. The binding affinity (normalized) is 0.384. (7) The peptide sequence is GELQIVDKIDAAFKI. The MHC is DRB1_1501 with pseudo-sequence DRB1_1501. The binding affinity (normalized) is 0.541.